From a dataset of Full USPTO retrosynthesis dataset with 1.9M reactions from patents (1976-2016). Predict the reactants needed to synthesize the given product. (1) Given the product [Br:6][C:14]1[CH:13]=[C:12]([Cl:15])[N:11]=[N:10][C:9]=1[NH2:8], predict the reactants needed to synthesize it. The reactants are: C(=O)(O)[O-].[Na+].[Br:6]Br.[NH2:8][C:9]1[N:10]=[N:11][C:12]([Cl:15])=[CH:13][CH:14]=1. (2) The reactants are: C(=O)([O-])[O-].[Cs+].[Cs+].C(=[NH:20])(C1C=CC=CC=1)C1C=CC=CC=1.Br[C:22]1[N:23]=[C:24]([C:31]([C:33]2[CH:38]=[CH:37][C:36]([N+:39]([O-:41])=[O:40])=[C:35]([O:42][CH3:43])[CH:34]=2)=[O:32])[N:25]2[CH:30]=[CH:29][CH:28]=[CH:27][C:26]=12.C1(P(C2C=CC=CC=2)C2C=CC3C(=CC=CC=3)C=2C2C3C(=CC=CC=3)C=CC=2P(C2C=CC=CC=2)C2C=CC=CC=2)C=CC=CC=1. Given the product [NH2:20][C:22]1[N:23]=[C:24]([C:31]([C:33]2[CH:38]=[CH:37][C:36]([N+:39]([O-:41])=[O:40])=[C:35]([O:42][CH3:43])[CH:34]=2)=[O:32])[N:25]2[CH:30]=[CH:29][CH:28]=[CH:27][C:26]=12, predict the reactants needed to synthesize it.